The task is: Regression/Classification. Given a drug SMILES string, predict its absorption, distribution, metabolism, or excretion properties. Task type varies by dataset: regression for continuous measurements (e.g., permeability, clearance, half-life) or binary classification for categorical outcomes (e.g., BBB penetration, CYP inhibition). Dataset: cyp2c19_veith.. This data is from CYP2C19 inhibition data for predicting drug metabolism from PubChem BioAssay. The drug is CN1CCN(CCCNC(=O)c2ccc(CSCc3cccc(Cl)c3)o2)CC1. The result is 0 (non-inhibitor).